This data is from Forward reaction prediction with 1.9M reactions from USPTO patents (1976-2016). The task is: Predict the product of the given reaction. (1) Given the reactants [CH2:1]([O:21][CH2:22][C@H:23]([CH2:25][OH:26])[OH:24])[CH2:2][CH2:3][CH2:4][CH2:5][CH2:6][CH2:7][CH2:8][CH2:9][CH2:10][CH2:11][CH2:12][CH2:13][CH2:14][CH2:15][CH2:16][CH2:17][CH2:18][CH2:19][CH3:20].[C:27]1([C:33]([C:41]2[CH:46]=[CH:45][CH:44]=[CH:43][CH:42]=2)([C:35]2[CH:40]=[CH:39][CH:38]=[CH:37][CH:36]=2)Cl)[CH:32]=[CH:31][CH:30]=[CH:29][CH:28]=1.O1CCCC1.C(#N)C, predict the reaction product. The product is: [CH2:1]([O:21][CH2:22][C@H:23]([CH2:25][O:26][C:33]([C:27]1[CH:32]=[CH:31][CH:30]=[CH:29][CH:28]=1)([C:41]1[CH:42]=[CH:43][CH:44]=[CH:45][CH:46]=1)[C:35]1[CH:36]=[CH:37][CH:38]=[CH:39][CH:40]=1)[OH:24])[CH2:2][CH2:3][CH2:4][CH2:5][CH2:6][CH2:7][CH2:8][CH2:9][CH2:10][CH2:11][CH2:12][CH2:13][CH2:14][CH2:15][CH2:16][CH2:17][CH2:18][CH2:19][CH3:20]. (2) Given the reactants [OH:1][C@@H:2]([C@@H:9]([CH2:16][CH2:17][CH2:18][C:19]1[CH:24]=[CH:23][C:22]([O:25][C:26]([F:29])([F:28])[F:27])=[CH:21][CH:20]=1)[C:10]([O:12]C(C)C)=[O:11])[C:3]([O:5]C(C)C)=[O:4].[OH-].[K+].Cl, predict the reaction product. The product is: [OH:1][C@@H:2]([C@@H:9]([CH2:16][CH2:17][CH2:18][C:19]1[CH:20]=[CH:21][C:22]([O:25][C:26]([F:27])([F:28])[F:29])=[CH:23][CH:24]=1)[C:10]([OH:12])=[O:11])[C:3]([OH:5])=[O:4]. (3) The product is: [F:1][CH:2]([F:26])[CH2:3][N:4]1[CH2:21][CH:20]([C:22]2[CH:23]=[CH:24][NH:28][N:27]=2)[O:19][C:6]2([CH2:11][CH2:10][NH:9][CH2:8][CH2:7]2)[CH2:5]1. Given the reactants [F:1][CH:2]([F:26])[CH2:3][N:4]1[CH2:21][CH:20]([C:22](=O)[C:23]#[CH:24])[O:19][C:6]2([CH2:11][CH2:10][N:9](C(OC(C)(C)C)=O)[CH2:8][CH2:7]2)[CH2:5]1.[NH2:27][NH2:28].Cl, predict the reaction product. (4) Given the reactants [N:1]([CH2:4][C@H:5]([N:7]1[CH:16]=[CH:15][C:14]2[C:9](=[CH:10][CH:11]=[C:12]([CH3:32])[C:13]=2[NH:17][C:18](=[O:31])[CH2:19][C:20]2[CH:25]=[CH:24][C:23]([C:26]([F:29])([F:28])[F:27])=[C:22]([F:30])[CH:21]=2)[C:8]1=[O:33])[CH3:6])=[N+]=[N-].C(O)C.[Cl-].[NH4+].O, predict the reaction product. The product is: [NH2:1][CH2:4][C@H:5]([N:7]1[CH:16]=[CH:15][C:14]2[C:9](=[CH:10][CH:11]=[C:12]([CH3:32])[C:13]=2[NH:17][C:18](=[O:31])[CH2:19][C:20]2[CH:25]=[CH:24][C:23]([C:26]([F:28])([F:29])[F:27])=[C:22]([F:30])[CH:21]=2)[C:8]1=[O:33])[CH3:6]. (5) Given the reactants [NH2:1][C:2]1[C:3]([C:12]([NH:14][C@H:15]([C:25]([O:27][CH3:28])=[O:26])[C@@H:16]([CH3:24])[O:17][C:18]2([CH3:23])[CH2:22][CH2:21][CH2:20][CH2:19]2)=[O:13])=[CH:4][C:5]2[C:10]([CH:11]=1)=[CH:9][CH:8]=[CH:7][CH:6]=2.[N:29]([C:32]1[C:37]([CH3:38])=[CH:36][C:35]([CH3:39])=[CH:34][C:33]=1[CH3:40])=[C:30]=[O:31], predict the reaction product. The product is: [CH3:23][C:18]1([O:17][C@H:16]([CH3:24])[C@@H:15]([C:25]([O:27][CH3:28])=[O:26])[NH:14][C:12]([C:3]2[C:2]([NH:1][C:30]([NH:29][C:32]3[C:33]([CH3:40])=[CH:34][C:35]([CH3:39])=[CH:36][C:37]=3[CH3:38])=[O:31])=[CH:11][C:10]3[C:5](=[CH:6][CH:7]=[CH:8][CH:9]=3)[CH:4]=2)=[O:13])[CH2:19][CH2:20][CH2:21][CH2:22]1. (6) The product is: [CH3:30][C:2]1([CH3:1])[CH2:7][O:6][C:5]2([CH2:8][C:9]([CH3:28])([CH3:29])[N:10]([O:15][CH:16]([C:18]3[CH:19]=[CH:20][C:21]([OH:24])=[CH:22][CH:23]=3)[CH3:17])[C:11]([CH3:14])([CH3:13])[CH2:12]2)[O:4][CH2:3]1. Given the reactants [CH3:1][C:2]1([CH3:30])[CH2:7][O:6][C:5]2([CH2:12][C:11]([CH3:14])([CH3:13])[N:10]([O:15][CH:16]([C:18]3[CH:23]=[CH:22][C:21]([O:24]C(=O)C)=[CH:20][CH:19]=3)[CH3:17])[C:9]([CH3:29])([CH3:28])[CH2:8]2)[O:4][CH2:3]1.C(=O)([O-])[O-].[K+].[K+].Cl, predict the reaction product.